Dataset: Peptide-MHC class II binding affinity with 134,281 pairs from IEDB. Task: Regression. Given a peptide amino acid sequence and an MHC pseudo amino acid sequence, predict their binding affinity value. This is MHC class II binding data. (1) The binding affinity (normalized) is 0.132. The MHC is DRB3_0202 with pseudo-sequence DRB3_0202. The peptide sequence is GRSEFAYGSFVRTVS. (2) The peptide sequence is YDKFLATVSTVLTGK. The MHC is DRB1_0701 with pseudo-sequence DRB1_0701. The binding affinity (normalized) is 0.773. (3) The peptide sequence is NMNIKLKMPLYVAGH. The MHC is DRB1_0802 with pseudo-sequence DRB1_0802. The binding affinity (normalized) is 0.717. (4) The peptide sequence is GTILVKVEYKGEDAP. The MHC is DRB1_0401 with pseudo-sequence DRB1_0401. The binding affinity (normalized) is 0.222.